This data is from Peptide-MHC class II binding affinity with 134,281 pairs from IEDB. The task is: Regression. Given a peptide amino acid sequence and an MHC pseudo amino acid sequence, predict their binding affinity value. This is MHC class II binding data. (1) The peptide sequence is AAYLATRGLDVVDAV. The MHC is DRB4_0101 with pseudo-sequence DRB4_0103. The binding affinity (normalized) is 0.597. (2) The peptide sequence is SQDVELSWNLNGLQAY. The MHC is DRB1_0401 with pseudo-sequence DRB1_0401. The binding affinity (normalized) is 0.388. (3) The peptide sequence is GKIASCLNDNANGYF. The MHC is HLA-DQA10101-DQB10501 with pseudo-sequence HLA-DQA10101-DQB10501. The binding affinity (normalized) is 0.167.